From a dataset of Catalyst prediction with 721,799 reactions and 888 catalyst types from USPTO. Predict which catalyst facilitates the given reaction. (1) Reactant: [F:1][C:2]1[CH:11]=[C:10]([C:12](=[O:14])[CH3:13])[C:9]([OH:15])=[C:8]2[C:3]=1[CH:4]=[CH:5][CH:6]=[N:7]2.C(N(CC)CC)C.[F:23][C:24]([F:37])([F:36])[S:25](O[S:25]([C:24]([F:37])([F:36])[F:23])(=[O:27])=[O:26])(=[O:27])=[O:26]. Product: [F:23][C:24]([F:37])([F:36])[S:25]([O:15][C:9]1[C:10]([C:12](=[O:14])[CH3:13])=[CH:11][C:2]([F:1])=[C:3]2[C:8]=1[N:7]=[CH:6][CH:5]=[CH:4]2)(=[O:27])=[O:26]. The catalyst class is: 2. (2) Product: [OH:1][C:2]1[CH:7]=[CH:6][C:5]([N:8]([CH3:45])[C:9]([C:11]2[CH:12]=[C:13]([C:20]3[CH:21]=[C:22]4[C:26](=[CH:27][C:28]=3[C:29]([N:31]3[C@H:40]([CH3:41])[CH2:39][C:38]5[C:33](=[CH:34][CH:35]=[CH:36][CH:37]=5)[CH2:32]3)=[O:30])[CH2:25][N:24]([C:42]([NH:50][CH3:49])=[O:43])[CH2:23]4)[N:14]3[C:19]=2[CH2:18][CH2:17][CH2:16][CH2:15]3)=[O:10])=[CH:4][CH:3]=1. The catalyst class is: 10. Reactant: [OH:1][C:2]1[CH:7]=[CH:6][C:5]([N:8]([CH3:45])[C:9]([C:11]2[CH:12]=[C:13]([C:20]3[CH:21]=[C:22]4[C:26](=[CH:27][C:28]=3[C:29]([N:31]3[C@H:40]([CH3:41])[CH2:39][C:38]5[C:33](=[CH:34][CH:35]=[CH:36][CH:37]=5)[CH2:32]3)=[O:30])[CH2:25][N:24]([C:42](Cl)=[O:43])[CH2:23]4)[N:14]3[C:19]=2[CH2:18][CH2:17][CH2:16][CH2:15]3)=[O:10])=[CH:4][CH:3]=1.CN.C[CH2:49][N:50](C(C)C)C(C)C. (3) Product: [Cl:12][C:5]1[CH:6]=[C:7]([CH3:11])[C:8]([F:10])=[CH:9][C:4]=1[C:3]([OH:13])=[O:2]. The catalyst class is: 5. Reactant: C[O:2][C:3](=[O:13])[C:4]1[CH:9]=[C:8]([F:10])[C:7]([CH3:11])=[CH:6][C:5]=1[Cl:12].[OH-].[Na+]. (4) Reactant: [N:1]([C:4]1[CH:9]=[CH:8][C:7]([N+:10]([O-:12])=[O:11])=[CH:6][CH:5]=1)=[N+:2]=[N-:3].[CH3:13][Si:14]([C:17]#[C:18][N:19]1[CH2:24][CH2:23][O:22][CH2:21][CH2:20]1)([CH3:16])[CH3:15]. Product: [N+:10]([C:7]1[CH:8]=[CH:9][C:4]([N:1]2[C:18]([N:19]3[CH2:24][CH2:23][O:22][CH2:21][CH2:20]3)=[C:17]([Si:14]([CH3:16])([CH3:15])[CH3:13])[N:3]=[N:2]2)=[CH:5][CH:6]=1)([O-:12])=[O:11]. The catalyst class is: 11. (5) Reactant: [F:1][CH:2]([F:35])[O:3][C:4]1[CH:5]=[C:6]([N:14]([CH2:29][C:30]2[S:34][CH:33]=[N:32][CH:31]=2)[C:15]2[CH:20]=[CH:19][C:18]([S:21]([O:24]CC(C)C)(=[O:23])=[O:22])=[CH:17][CH:16]=2)[CH:7]=[CH:8][C:9]=1[O:10][CH:11]([F:13])[F:12].[Na+].[I-]. Product: [F:35][CH:2]([F:1])[O:3][C:4]1[CH:5]=[C:6]([N:14]([CH2:29][C:30]2[S:34][CH:33]=[N:32][CH:31]=2)[C:15]2[CH:20]=[CH:19][C:18]([S:21]([OH:24])(=[O:22])=[O:23])=[CH:17][CH:16]=2)[CH:7]=[CH:8][C:9]=1[O:10][CH:11]([F:12])[F:13]. The catalyst class is: 21. (6) Product: [NH2:18][C:15]1[C:14]2[C:9]([O:8][CH2:1][C:2]3[CH:3]=[CH:4][CH:5]=[CH:6][CH:7]=3)=[N:10][CH:11]=[CH:12][C:13]=2[N:17]([C:21]2([CH2:24][C:25]#[N:26])[CH2:22][CH2:23][O:19][CH2:20]2)[N:16]=1. Reactant: [CH2:1]([O:8][C:9]1[C:14]2[C:15]([NH2:18])=[N:16][NH:17][C:13]=2[CH:12]=[CH:11][N:10]=1)[C:2]1[CH:7]=[CH:6][CH:5]=[CH:4][CH:3]=1.[O:19]1[CH2:23][CH2:22][C:21](=[CH:24][C:25]#[N:26])[CH2:20]1.C1CCN2C(=NCCC2)CC1. The catalyst class is: 10. (7) Reactant: [Cl:1][C:2]1[CH:7]=[CH:6][C:5]([O:8]C)=[CH:4][C:3]=1[I:10].C(=O)([O-])O.[Na+].Cl. Product: [Cl:1][C:2]1[CH:7]=[CH:6][C:5]([OH:8])=[CH:4][C:3]=1[I:10]. The catalyst class is: 4. (8) Reactant: C(OC(=O)[N:7]([C@@H:19]([CH2:22][C:23]1[CH:28]=[CH:27][C:26]([O:29][C:30]2[C:35]([CH2:36][OH:37])=[CH:34][CH:33]=[CH:32][N:31]=2)=[CH:25][CH:24]=1)[CH2:20][OH:21])[CH2:8][C@H:9]([OH:18])[CH2:10][O:11][C:12]1[CH:17]=[CH:16][CH:15]=[CH:14][CH:13]=1)(C)(C)C.[ClH:39]. Product: [ClH:39].[OH:37][CH2:36][C:35]1[C:30]([O:29][C:26]2[CH:25]=[CH:24][C:23]([CH2:22][C@H:19]([NH:7][CH2:8][C@H:9]([OH:18])[CH2:10][O:11][C:12]3[CH:13]=[CH:14][CH:15]=[CH:16][CH:17]=3)[CH2:20][OH:21])=[CH:28][CH:27]=2)=[N:31][CH:32]=[CH:33][CH:34]=1. The catalyst class is: 13. (9) Reactant: [C:1]([O:5][C:6]([N:8]1[CH2:11][CH:10]([CH3:12])[CH:9]1[C:13]([O:15][C:16]([CH3:19])([CH3:18])[CH3:17])=[O:14])=[O:7])([CH3:4])([CH3:3])[CH3:2].Br[CH2:21][CH:22]=[C:23]([CH3:25])[CH3:24].C[Si](C)(C)[N-][Si](C)(C)C.[Li+].[Cl-].[NH4+]. Product: [C:1]([O:5][C:6]([N:8]1[CH2:11][CH:10]([CH3:12])[C:9]1([CH2:21][CH:22]=[C:23]([CH3:25])[CH3:24])[C:13]([O:15][C:16]([CH3:18])([CH3:17])[CH3:19])=[O:14])=[O:7])([CH3:4])([CH3:2])[CH3:3]. The catalyst class is: 30. (10) Reactant: [CH3:1][C:2]1([CH3:16])[C:6]([CH3:8])([CH3:7])[O:5][B:4]([C:9]2[CH:14]=[CH:13][C:12]([NH2:15])=[CH:11][CH:10]=2)[O:3]1.[O:17]1[CH2:22][CH2:21][C:20](=O)[CH2:19][CH2:18]1.C(O[BH-](OC(=O)C)OC(=O)C)(=O)C.[Na+]. Product: [O:17]1[CH2:22][CH2:21][CH:20]([NH:15][C:12]2[CH:13]=[CH:14][C:9]([B:4]3[O:3][C:2]([CH3:16])([CH3:1])[C:6]([CH3:7])([CH3:8])[O:5]3)=[CH:10][CH:11]=2)[CH2:19][CH2:18]1. The catalyst class is: 26.